Regression. Given a peptide amino acid sequence and an MHC pseudo amino acid sequence, predict their binding affinity value. This is MHC class II binding data. From a dataset of Peptide-MHC class II binding affinity with 134,281 pairs from IEDB. (1) The peptide sequence is RDGHEKPMNVQSLGW. The MHC is DRB1_1101 with pseudo-sequence DRB1_1101. The binding affinity (normalized) is 0.396. (2) The peptide sequence is AFKGAATAANAAPAN. The MHC is DRB1_1001 with pseudo-sequence DRB1_1001. The binding affinity (normalized) is 0.669. (3) The peptide sequence is GLKGPDIYKGVYQFK. The MHC is H-2-IAb with pseudo-sequence H-2-IAb. The binding affinity (normalized) is 0.252. (4) The peptide sequence is SGSEAYQGVQQKWDA. The MHC is DRB4_0101 with pseudo-sequence DRB4_0103. The binding affinity (normalized) is 0.0435.